This data is from Forward reaction prediction with 1.9M reactions from USPTO patents (1976-2016). The task is: Predict the product of the given reaction. (1) Given the reactants [Cl:1][C:2]1[C:18]([CH3:19])=[CH:17][C:5]2[NH:6][C:7]([C:9]3[C:13]([N+:14]([O-])=O)=[CH:12][NH:11][N:10]=3)=[N:8][C:4]=2[CH:3]=1.[Sn](Cl)(Cl)(Cl)Cl.C(=O)([O-])O.[Na+], predict the reaction product. The product is: [Cl:1][C:2]1[C:18]([CH3:19])=[CH:17][C:5]2[NH:6][C:7]([C:9]3[C:13]([NH2:14])=[CH:12][NH:11][N:10]=3)=[N:8][C:4]=2[CH:3]=1. (2) Given the reactants [CH3:1][NH:2][C:3](=[O:23])[C:4]1[C:9]([C:10]2[CH:15]=[CH:14][CH:13]=[CH:12][C:11]=2[CH3:16])=[CH:8][C:7]([N:17]2[CH2:22][CH2:21][O:20][CH2:19][CH2:18]2)=[N:6][CH:5]=1.C[Si](C)(C)[N-][Si](C)(C)C.[K+].[F:34][C:35]([F:49])([F:48])[C:36]1[CH:37]=[C:38]([CH:41]=[C:42]([C:44]([F:47])([F:46])[F:45])[CH:43]=1)[CH2:39]Br, predict the reaction product. The product is: [F:34][C:35]([F:49])([F:48])[C:36]1[CH:37]=[C:38]([CH:41]=[C:42]([C:44]([F:47])([F:46])[F:45])[CH:43]=1)[CH2:39][N:2]([CH3:1])[C:3](=[O:23])[C:4]1[C:9]([C:10]2[CH:15]=[CH:14][CH:13]=[CH:12][C:11]=2[CH3:16])=[CH:8][C:7]([N:17]2[CH2:22][CH2:21][O:20][CH2:19][CH2:18]2)=[N:6][CH:5]=1.